This data is from Full USPTO retrosynthesis dataset with 1.9M reactions from patents (1976-2016). The task is: Predict the reactants needed to synthesize the given product. (1) Given the product [C:1]([O:5][C:6](=[O:19])[NH:7][C:8]1[CH:13]=[C:12]([C:14]2[CH:15]=[C:22]([CH3:23])[NH:26][N:30]=2)[C:11]([F:17])=[CH:10][C:9]=1[CH3:18])([CH3:4])([CH3:3])[CH3:2], predict the reactants needed to synthesize it. The reactants are: [C:1]([O:5][C:6](=[O:19])[NH:7][C:8]1[CH:13]=[C:12]([C:14](=O)[CH3:15])[C:11]([F:17])=[CH:10][C:9]=1[CH3:18])([CH3:4])([CH3:3])[CH3:2].CO[C:22]([N:26](C)C)(OC)[CH3:23].C[N:30](C=O)C. (2) Given the product [CH:2](/[C:1]1[O:10][CH:22]=[N:21][CH:20]=1)=[CH:3]\[C:4]1[CH:9]=[CH:8][CH:7]=[CH:6][CH:5]=1, predict the reactants needed to synthesize it. The reactants are: [CH:1](=[O:10])/[CH:2]=[CH:3]/[C:4]1[CH:9]=[CH:8][CH:7]=[CH:6][CH:5]=1.C1(C)C=CC(S([CH2:20][N+:21]#[C-:22])(=O)=O)=CC=1.C(=O)([O-])[O-].[K+].[K+].